Dataset: Full USPTO retrosynthesis dataset with 1.9M reactions from patents (1976-2016). Task: Predict the reactants needed to synthesize the given product. (1) Given the product [CH3:8][O:9][C:10]([C:11]1([CH3:13])[N:1]([C:15](=[O:17])[CH3:16])[CH:2]([C:5]([OH:7])=[O:6])[CH2:3][S:4]1)=[O:14], predict the reactants needed to synthesize it. The reactants are: [NH2:1][C@H:2]([C:5]([OH:7])=[O:6])[CH2:3][SH:4].[CH3:8][O:9][C:10](=[O:14])[C:11]([CH3:13])=O.[C:15](Cl)(=[O:17])[CH3:16].C(=O)([O-])[O-].[K+].[K+]. (2) Given the product [CH:1]([S:4][C:5]1[CH:13]=[CH:12][C:11]([S:14]([NH:15][CH3:16])(=[O:18])=[O:17])=[CH:10][C:6]=1[C:7]([N:61]1[CH2:60][CH2:59][N:58]([C:55]2[CH:54]=[CH:53][C:52]([C:51]([F:64])([F:65])[F:50])=[CH:57][CH:56]=2)[CH2:63][CH2:62]1)=[O:9])([CH3:2])[CH3:3], predict the reactants needed to synthesize it. The reactants are: [CH:1]([S:4][C:5]1[CH:13]=[CH:12][C:11]([S:14](=[O:18])(=[O:17])[NH:15][CH3:16])=[CH:10][C:6]=1[C:7]([OH:9])=O)([CH3:3])[CH3:2].CN(C(ON1N=NC2C=CC=CC1=2)=[N+](C)C)C.[B-](F)(F)(F)F.C(N(C(C)C)C(C)C)C.[F:50][C:51]([F:65])([F:64])[C:52]1[CH:57]=[CH:56][C:55]([N:58]2[CH2:63][CH2:62][NH:61][CH2:60][CH2:59]2)=[CH:54][CH:53]=1. (3) Given the product [CH3:38][N:21]([CH3:20])[CH2:22][CH2:23][CH2:24][N:25]1[CH:30]=[CH:29][C:28]([C:31](=[O:32])[C:7]2[CH:19]=[CH:18][C:10]([O:11][CH:12]3[CH2:17][CH2:16][CH2:15][CH2:14][O:13]3)=[CH:9][CH:8]=2)=[CH:27][C:26]1=[O:37], predict the reactants needed to synthesize it. The reactants are: II.C(Br)C.Br[C:7]1[CH:19]=[CH:18][C:10]([O:11][CH:12]2[CH2:17][CH2:16][CH2:15][CH2:14][O:13]2)=[CH:9][CH:8]=1.[CH3:20][N:21]([CH3:38])[CH2:22][CH2:23][CH2:24][N:25]1[CH:30]=[CH:29][C:28]([C:31](N(OC)C)=[O:32])=[CH:27][C:26]1=[O:37]. (4) Given the product [C:1]([O:8][CH2:9][CH:10]([CH2:11][O:12][C:13](=[O:19])[CH2:14][CH2:15][CH2:16][CH2:17][CH3:18])[CH2:20][CH2:21][C:22]([OH:26])=[O:23])(=[O:7])[CH2:2][CH2:3][CH2:4][CH2:5][CH3:6], predict the reactants needed to synthesize it. The reactants are: [C:1]([O:8][CH2:9][CH:10]([CH2:20][CH2:21][CH2:22][OH:23])[CH2:11][O:12][C:13](=[O:19])[CH2:14][CH2:15][CH2:16][CH2:17][CH3:18])(=[O:7])[CH2:2][CH2:3][CH2:4][CH2:5][CH3:6].CC(C)=[O:26].OS(O)(=O)=O.O=[Cr](=O)=O.CO. (5) Given the product [CH3:10][C:8]1[S:9][C:5]([C:3]2[N:16]=[C:14]([NH:13][C:17]3[C:25]4[O:24][CH2:23][CH2:22][C:21]=4[CH:20]=[C:19]([S:26]([NH2:29])(=[O:27])=[O:28])[CH:18]=3)[S:15][CH:2]=2)=[C:6]([CH3:11])[N:7]=1, predict the reactants needed to synthesize it. The reactants are: Br[CH2:2][C:3]([C:5]1[S:9][C:8]([CH3:10])=[N:7][C:6]=1[CH3:11])=O.Br.[NH:13]([C:17]1[C:25]2[O:24][CH2:23][CH2:22][C:21]=2[CH:20]=[C:19]([S:26]([NH2:29])(=[O:28])=[O:27])[CH:18]=1)[C:14]([NH2:16])=[S:15].